Task: Predict which catalyst facilitates the given reaction.. Dataset: Catalyst prediction with 721,799 reactions and 888 catalyst types from USPTO (1) The catalyst class is: 7. Product: [Br:1][C:2]1[CH:3]=[CH:4][C:5]([C:8]([CH3:13])([CH3:12])[CH2:9][OH:10])=[CH:6][CH:7]=1. Reactant: [Br:1][C:2]1[CH:7]=[CH:6][C:5]([C:8]([CH3:13])([CH3:12])[C:9](O)=[O:10])=[CH:4][CH:3]=1.B.Cl.O. (2) Reactant: C(OC([N:8]1[CH2:12][CH:11]([O:13][CH2:14][C:15]2[CH:20]=[CH:19][C:18]([F:21])=[CH:17][CH:16]=2)[CH:10]2[N:22]([C:25](=[O:48])[CH:26]([NH:31][C:32](=[O:47])[CH:33]([N:35]([C:37]([O:39][CH2:40][C:41]3[CH:46]=[CH:45][CH:44]=[CH:43][CH:42]=3)=[O:38])[CH3:36])[CH3:34])[C:27]([CH3:30])([CH3:29])[CH3:28])[CH2:23][CH2:24][CH:9]12)=O)(C)(C)C.C(O)(C(F)(F)F)=O. Product: [CH2:40]([O:39][C:37](=[O:38])[N:35]([CH:33]([C:32](=[O:47])[NH:31][CH:26]([C:25]([N:22]1[CH2:23][CH2:24][CH:9]2[NH:8][CH2:12][CH:11]([O:13][CH2:14][C:15]3[CH:20]=[CH:19][C:18]([F:21])=[CH:17][CH:16]=3)[CH:10]12)=[O:48])[C:27]([CH3:28])([CH3:30])[CH3:29])[CH3:34])[CH3:36])[C:41]1[CH:42]=[CH:43][CH:44]=[CH:45][CH:46]=1. The catalyst class is: 2. (3) Reactant: [C:1]([N:4]1[CH2:9][CH2:8][CH:7]([CH2:10][NH:11][C:12]2[CH:13]=[C:14]([C:18]3[C:23]([Cl:24])=[CH:22][N:21]=[C:20]([NH:25][C@H:26]4[CH2:31][CH2:30][C@H:29]([NH:32]C(=O)OCC5C=CC=CC=5)[CH2:28][CH2:27]4)[CH:19]=3)[CH:15]=[N:16][CH:17]=2)[CH2:6][CH2:5]1)(=[O:3])[CH3:2].[Si](I)(C)(C)C. Product: [NH2:32][C@H:29]1[CH2:30][CH2:31][C@H:26]([NH:25][C:20]2[CH:19]=[C:18]([C:14]3[CH:15]=[N:16][CH:17]=[C:12]([NH:11][CH2:10][CH:7]4[CH2:8][CH2:9][N:4]([C:1](=[O:3])[CH3:2])[CH2:5][CH2:6]4)[CH:13]=3)[C:23]([Cl:24])=[CH:22][N:21]=2)[CH2:27][CH2:28]1. The catalyst class is: 10. (4) Reactant: [N+]([C:4]1[CH:33]=[CH:32][CH:31]=[CH:30][C:5]=1[C:6]([NH:8][CH:9]([C:11]1[N:16]=[N:15][C:14]([NH:17][C:18]2[CH:23]=[C:22]([O:24][CH3:25])[C:21]([O:26][CH3:27])=[C:20]([O:28][CH3:29])[CH:19]=2)=[N:13][CH:12]=1)[CH3:10])=[O:7])([O-])=O.NC(C1N=NC(NC2C=C(OC)C(OC)=C(OC)C=2)=NC=1)C.[C:56]([O:59]C1C=CC=CC=1C(Cl)=O)(=[O:58])[CH3:57].C(N(CC)CC)C. Product: [C:56]([O:59][C:4]1[CH:33]=[CH:32][CH:31]=[CH:30][C:5]=1[C:6]([NH:8][CH:9]([C:11]1[N:16]=[N:15][C:14]([NH:17][C:18]2[CH:19]=[C:20]([O:28][CH3:29])[C:21]([O:26][CH3:27])=[C:22]([O:24][CH3:25])[CH:23]=2)=[N:13][CH:12]=1)[CH3:10])=[O:7])(=[O:58])[CH3:57]. The catalyst class is: 7. (5) Reactant: F[C:2]1[CH:9]=[C:8]([C:10]2[CH:15]=[C:14]([N:16]3[CH2:20][CH2:19][CH2:18][C@H:17]3[C:21]([F:24])([F:23])[F:22])[N:13]=[C:12]([NH:25][CH3:26])[N:11]=2)[CH:7]=[C:6]([O:27][CH3:28])[C:3]=1[C:4]#[N:5].O.[NH2:30][NH2:31]. Product: [CH3:26][NH:25][C:12]1[N:11]=[C:10]([C:8]2[CH:9]=[C:2]3[C:3]([C:4]([NH2:5])=[N:30][NH:31]3)=[C:6]([O:27][CH3:28])[CH:7]=2)[CH:15]=[C:14]([N:16]2[CH2:20][CH2:19][CH2:18][C@H:17]2[C:21]([F:22])([F:24])[F:23])[N:13]=1. The catalyst class is: 8. (6) The catalyst class is: 390. Reactant: [CH3:1][C:2]1[CH:3]=[CH:4][C:5]([N:12]([CH3:17])[S:13]([CH3:16])(=[O:15])=[O:14])=[C:6]([CH:11]=1)[C:7](OC)=[O:8].[H-].C([Al+]CC(C)C)C(C)C.C(OCC)(=O)C.CCCCCC. Product: [OH:8][CH2:7][C:6]1[CH:11]=[C:2]([CH3:1])[CH:3]=[CH:4][C:5]=1[N:12]([CH3:17])[S:13]([CH3:16])(=[O:15])=[O:14].